Dataset: Peptide-MHC class I binding affinity with 185,985 pairs from IEDB/IMGT. Task: Regression. Given a peptide amino acid sequence and an MHC pseudo amino acid sequence, predict their binding affinity value. This is MHC class I binding data. (1) The peptide sequence is RTDGKVFQF. The MHC is HLA-A29:02 with pseudo-sequence HLA-A29:02. The binding affinity (normalized) is 0.323. (2) The peptide sequence is YLPLDKGIK. The MHC is Patr-A0101 with pseudo-sequence Patr-A0101. The binding affinity (normalized) is 0. (3) The peptide sequence is RRAARAEYL. The MHC is HLA-B40:02 with pseudo-sequence HLA-B40:02. The binding affinity (normalized) is 0.134. (4) The peptide sequence is YLYNKYSFK. The MHC is HLA-B15:01 with pseudo-sequence HLA-B15:01. The binding affinity (normalized) is 0.0847. (5) The peptide sequence is HVGRPTTVV. The MHC is HLA-A02:02 with pseudo-sequence HLA-A02:02. The binding affinity (normalized) is 0.356.